Predict the product of the given reaction. From a dataset of Forward reaction prediction with 1.9M reactions from USPTO patents (1976-2016). Given the reactants [C:1]1([CH3:18])[CH:6]=[CH:5][C:4]([NH:7][S:8]([C:11]2[CH:16]=[CH:15][C:14](Br)=[CH:13][CH:12]=2)(=[O:10])=[O:9])=[CH:3][CH:2]=1.C([O-])(=O)C.[K+].[CH3:24][O:25][C:26]1[CH:31]=[CH:30][N:29]=[C:28]([CH2:32][CH2:33][C:34]2[NH:43][C:37]3=[N:38][CH:39]=[C:40](I)[CH:41]=[C:36]3[N:35]=2)[CH:27]=1.C(=O)([O-])[O-].[K+].[K+].[Cl-].[Li+], predict the reaction product. The product is: [CH3:24][O:25][C:26]1[CH:31]=[CH:30][N:29]=[C:28]([CH2:32][CH2:33][C:34]2[NH:43][C:37]3=[N:38][CH:39]=[C:40]([C:14]4[CH:15]=[CH:16][C:11]([S:8]([NH:7][C:4]5[CH:5]=[CH:6][C:1]([CH3:18])=[CH:2][CH:3]=5)(=[O:10])=[O:9])=[CH:12][CH:13]=4)[CH:41]=[C:36]3[N:35]=2)[CH:27]=1.